Dataset: Reaction yield outcomes from USPTO patents with 853,638 reactions. Task: Predict the reaction yield, written as a fraction of the theoretical maximum amount of product (1.0 means a 100% yield; for example, 0.34 means a 34% yield). (1) The reactants are O=P(Cl)(Cl)Cl.[C:6]([C:9]1[CH:10]=[C:11]([CH:16]=[C:17]([O:19][CH2:20][CH2:21][O:22][CH3:23])[CH:18]=1)[C:12]([O:14][CH3:15])=[O:13])(=O)[NH2:7]. The catalyst is ClCCCl. The product is [C:6]([C:9]1[CH:10]=[C:11]([CH:16]=[C:17]([O:19][CH2:20][CH2:21][O:22][CH3:23])[CH:18]=1)[C:12]([O:14][CH3:15])=[O:13])#[N:7]. The yield is 0.905. (2) The reactants are C1(P(C2C=CC=CC=2)C2C=CC=CC=2)C=CC=CC=1.BrN1C(=O)CCC1=O.[CH:28]1([CH2:33][CH:34]([C:38]2[CH:43]=[CH:42][C:41]([S:44]([CH3:47])(=[O:46])=[O:45])=[C:40]([N+:48]([O-:50])=[O:49])[CH:39]=2)[C:35]([OH:37])=O)[CH2:32][CH2:31][CH2:30][CH2:29]1.[NH2:51][C:52]1[S:53][CH:54]=[CH:55][N:56]=1. The catalyst is C(Cl)Cl. The product is [CH:28]1([CH2:33][CH:34]([C:38]2[CH:43]=[CH:42][C:41]([S:44]([CH3:47])(=[O:45])=[O:46])=[C:40]([N+:48]([O-:50])=[O:49])[CH:39]=2)[C:35]([NH:51][C:52]2[S:53][CH:54]=[CH:55][N:56]=2)=[O:37])[CH2:32][CH2:31][CH2:30][CH2:29]1. The yield is 0.520.